From a dataset of Full USPTO retrosynthesis dataset with 1.9M reactions from patents (1976-2016). Predict the reactants needed to synthesize the given product. (1) Given the product [CH2:16]([O:15][C:14]1[C:4]([O:3][CH2:1][CH3:2])=[CH:5][C:6]([C:7]([O:9][CH2:10][CH3:11])=[O:8])=[C:12]([N+:18]([O-:20])=[O:19])[CH:13]=1)[CH3:17], predict the reactants needed to synthesize it. The reactants are: [CH2:1]([O:3][C:4]1[CH:5]=[C:6]([CH:12]=[CH:13][C:14]=1[O:15][CH2:16][CH3:17])[C:7]([O:9][CH2:10][CH3:11])=[O:8])[CH3:2].[N+:18]([O-])([OH:20])=[O:19]. (2) Given the product [F:1][C:2]1[CH:7]=[CH:6][CH:5]=[CH:4][C:3]=1[C:8]1[NH:12][CH:11]=[C:10]([CH2:13][NH:19][CH3:18])[CH:9]=1, predict the reactants needed to synthesize it. The reactants are: [F:1][C:2]1[CH:7]=[CH:6][CH:5]=[CH:4][C:3]=1[C:8]1[NH:12][CH:11]=[C:10]([CH:13]=O)[CH:9]=1.[BH4-].[Na+].O.[CH3:18][NH2:19]. (3) Given the product [Cl:21][C:16]1[C:15]([N:14]2[C:5]3[C:4]4[CH:3]=[C:2]([C:35]5[CH:36]=[N:37][C:32]([NH:31][CH3:24])=[C:33]([CH3:47])[CH:34]=5)[CH:11]=[CH:10][C:9]=4[N:8]=[CH:7][C:6]=3[N:12]([CH3:23])[C:13]2=[O:22])=[CH:19][N:18]([CH3:20])[N:17]=1, predict the reactants needed to synthesize it. The reactants are: Br[C:2]1[CH:11]=[CH:10][C:9]2[N:8]=[CH:7][C:6]3[N:12]([CH3:23])[C:13](=[O:22])[N:14]([C:15]4[C:16]([Cl:21])=[N:17][N:18]([CH3:20])[CH:19]=4)[C:5]=3[C:4]=2[CH:3]=1.[C:24]([N:31](C)[C:32]1[N:37]=[CH:36][C:35](B2OC(C)(C)C(C)(C)O2)=[CH:34][C:33]=1[CH3:47])(OC(C)(C)C)=O.